This data is from Reaction yield outcomes from USPTO patents with 853,638 reactions. The task is: Predict the reaction yield, written as a fraction of the theoretical maximum amount of product (1.0 means a 100% yield; for example, 0.34 means a 34% yield). (1) The reactants are CS(O[CH2:6][C:7]([C:19]1[CH:24]=[CH:23][CH:22]=[C:21]([Br:25])[CH:20]=1)([C:12]1[CH:17]=[CH:16][CH:15]=[C:14]([Br:18])[CH:13]=1)[CH2:8][N:9]=[N+]=[N-])(=O)=O.[P:26]([O:33]CC)([O:30][CH2:31][CH3:32])[O:27][CH2:28][CH3:29].P(=N)(OCC)(OCC)OCC. The catalyst is C1(C)C=CC=CC=1.C1COCC1.C1(C)C=CC=C(C)C=1. The product is [Br:18][C:14]1[CH:13]=[C:12]([C:7]2([C:19]3[CH:24]=[CH:23][CH:22]=[C:21]([Br:25])[CH:20]=3)[CH2:8][N:9]([P:26](=[O:33])([O:30][CH2:31][CH3:32])[O:27][CH2:28][CH3:29])[CH2:6]2)[CH:17]=[CH:16][CH:15]=1. The yield is 0.710. (2) The reactants are [Br:1][C:2]1[CH:3]=[C:4]2[C:11]3([C:15](=[O:16])[NH:14][C:13](=O)[NH:12]3)[CH2:10][CH:9]([C:18]3[CH:23]=[CH:22][C:21]([F:24])=[CH:20][CH:19]=3)[O:8][C:5]2=[CH:6][CH:7]=1.COC1C=CC(P2(SP(C3C=CC(OC)=CC=3)(=S)S2)=[S:34])=CC=1. The catalyst is O1CCOCC1. The product is [Br:1][C:2]1[CH:3]=[C:4]2[C:11]3([C:15](=[O:16])[NH:14][C:13](=[S:34])[NH:12]3)[CH2:10][CH:9]([C:18]3[CH:23]=[CH:22][C:21]([F:24])=[CH:20][CH:19]=3)[O:8][C:5]2=[CH:6][CH:7]=1. The yield is 0.500. (3) The product is [Cl:3][C:14]1[C:15]2[C:10](=[CH:9][C:8]([O:7][CH3:6])=[CH:17][CH:16]=2)[CH2:11][CH2:12][C:13]=1[CH:20]=[O:22]. The catalyst is CN(C=O)C. The yield is 0.510. The reactants are P(Cl)(Cl)([Cl:3])=O.[CH3:6][O:7][C:8]1[CH:9]=[C:10]2[C:15](=[CH:16][CH:17]=1)[C:14](=O)[CH2:13][CH2:12][CH2:11]2.C[C:20]([O-:22])=O.[Na+]. (4) The reactants are [C:1]([C:3]1[CH:4]=[C:5]([C:10]2[S:14][C:13]([NH:15][CH2:16][C@@H:17]([NH:29]C(=O)OC(C)(C)C)[CH2:18][C:19]3[CH:24]=[CH:23][C:22]([C:25]([F:28])([F:27])[F:26])=[CH:21][CH:20]=3)=[N:12][CH:11]=2)[CH:6]=[CH:7][C:8]=1[F:9])#[N:2].C(O)(C(F)(F)F)=O. The catalyst is C(Cl)Cl. The product is [NH2:29][C@@H:17]([CH2:18][C:19]1[CH:24]=[CH:23][C:22]([C:25]([F:26])([F:28])[F:27])=[CH:21][CH:20]=1)[CH2:16][NH:15][C:13]1[S:14][C:10]([C:5]2[CH:6]=[CH:7][C:8]([F:9])=[C:3]([CH:4]=2)[C:1]#[N:2])=[CH:11][N:12]=1. The yield is 0.960. (5) The reactants are [C:1]([N:5]1[C:9](=[O:10])[C:8]([NH:11][CH:12]2[CH2:17][CH2:16][NH:15][CH2:14][CH2:13]2)=[C:7]([C:18]2[CH:23]=[CH:22][CH:21]=[CH:20][CH:19]=2)[S:6]1(=[O:25])=[O:24])([CH3:4])([CH3:3])[CH3:2].[C:26](O)(=[O:33])[C:27]1[CH:32]=[CH:31][CH:30]=[CH:29][CH:28]=1.C(Cl)CCl.C1C=CC2N(O)N=NC=2C=1. The catalyst is C1COCC1. The product is [C:26]([N:15]1[CH2:16][CH2:17][CH:12]([NH:11][C:8]2[C:9](=[O:10])[N:5]([C:1]([CH3:4])([CH3:2])[CH3:3])[S:6](=[O:25])(=[O:24])[C:7]=2[C:18]2[CH:19]=[CH:20][CH:21]=[CH:22][CH:23]=2)[CH2:13][CH2:14]1)(=[O:33])[C:27]1[CH:32]=[CH:31][CH:30]=[CH:29][CH:28]=1. The yield is 0.710. (6) The reactants are [NH2:1][CH2:2][C:3]1[C:4]([F:21])=[C:5]([O:10][C:11]2[CH:12]=[C:13]([CH:16]=[C:17]([CH2:19][CH3:20])[CH:18]=2)[C:14]#[N:15])[C:6]([Cl:9])=[CH:7][CH:8]=1.[Br:22][C:23]1[N:24]=[C:25]([CH3:31])[NH:26][C:27]=1[C:28](O)=[O:29].CCN(C(C)C)C(C)C.C(Cl)CCl. No catalyst specified. The product is [Br:22][C:23]1[N:24]=[C:25]([CH3:31])[NH:26][C:27]=1[C:28]([NH:1][CH2:2][C:3]1[CH:8]=[CH:7][C:6]([Cl:9])=[C:5]([O:10][C:11]2[CH:18]=[C:17]([CH2:19][CH3:20])[CH:16]=[C:13]([C:14]#[N:15])[CH:12]=2)[C:4]=1[F:21])=[O:29]. The yield is 0.631. (7) The reactants are C(N(CC)CC)C.O[C@:9]1([C@@H:20]2[CH2:24][CH2:23][CH2:22][N:21]2[C:25]([O:27][C:28]([CH3:31])([CH3:30])[CH3:29])=[O:26])[O:13][N:12]=[C:11]([C:14]2[N:19]=[CH:18][CH:17]=[CH:16][N:15]=2)[CH2:10]1.S(Cl)(Cl)=O.CO.C(OC(=O)C)C. The catalyst is CC1CCCO1.O.ClCCl. The product is [N:19]1[CH:18]=[CH:17][CH:16]=[N:15][C:14]=1[C:11]1[CH:10]=[C:9]([C@@H:20]2[CH2:24][CH2:23][CH2:22][N:21]2[C:25]([O:27][C:28]([CH3:31])([CH3:30])[CH3:29])=[O:26])[O:13][N:12]=1. The yield is 0.390. (8) The reactants are [CH:1]1([C:4]2[CH:5]=[CH:6][C:7]([C:15]([OH:17])=O)=[N:8][C:9]=2[O:10][CH2:11][CH:12]2[CH2:14][CH2:13]2)[CH2:3][CH2:2]1.[NH2:18][C:19]1([CH2:25][C:26]([NH2:28])=[O:27])[CH2:22][S:21](=[O:24])(=[O:23])[CH2:20]1.CN(C(ON1N=NC2C=CC=CC1=2)=[N+](C)C)C.[B-](F)(F)(F)F.CCN(C(C)C)C(C)C. No catalyst specified. The product is [NH2:28][C:26](=[O:27])[CH2:25][C:19]1([NH:18][C:15]([C:7]2[CH:6]=[CH:5][C:4]([CH:1]3[CH2:2][CH2:3]3)=[C:9]([O:10][CH2:11][CH:12]3[CH2:13][CH2:14]3)[N:8]=2)=[O:17])[CH2:20][S:21](=[O:23])(=[O:24])[CH2:22]1. The yield is 0.790. (9) The reactants are CCN(C(C)C)C(C)C.[OH:10][C:11]1[CH:12]=[CH:13][CH:14]=[C:15]2[C:20]=1[O:19][C:18](=[O:21])[C:17]([C:22]([OH:24])=O)=[CH:16]2.CN(C(ON1N=NC2C=CC=NC1=2)=[N+](C)C)C.F[P-](F)(F)(F)(F)F.[C:49]([C:51]1[CH:56]=[CH:55][CH:54]=[CH:53][C:52]=1[C:57]1[CH:62]=[CH:61][CH:60]=[C:59]([NH2:63])[CH:58]=1)#[N:50]. The catalyst is CN(C=O)C. The product is [C:49]([C:51]1[CH:56]=[CH:55][CH:54]=[CH:53][C:52]=1[C:57]1[CH:62]=[CH:61][CH:60]=[C:59]([NH:63][C:22]([C:17]2[C:18](=[O:21])[O:19][C:20]3[C:15]([CH:16]=2)=[CH:14][CH:13]=[CH:12][C:11]=3[OH:10])=[O:24])[CH:58]=1)#[N:50]. The yield is 0.260.